This data is from Forward reaction prediction with 1.9M reactions from USPTO patents (1976-2016). The task is: Predict the product of the given reaction. (1) Given the reactants Cl[C:2]1[N:7]=[N:6][C:5]([O:8][CH3:9])=[C:4]([C:10](=[O:13])[CH2:11][CH3:12])[CH:3]=1.[CH3:14][C:15]1[CH:20]=[C:19](B2OC(C)(C)C(C)(C)O2)[CH:18]=[C:17]([CH3:30])[C:16]=1[OH:31].C(=O)([O-])[O-].[Na+].[Na+].C(=O)(O)[O-].[Na+], predict the reaction product. The product is: [OH:31][C:16]1[C:17]([CH3:30])=[CH:18][C:19]([C:2]2[N:7]=[N:6][C:5]([O:8][CH3:9])=[C:4]([C:10](=[O:13])[CH2:11][CH3:12])[CH:3]=2)=[CH:20][C:15]=1[CH3:14]. (2) Given the reactants [F:1][C:2]1[CH:3]=[C:4]([NH:9][C:10]2[O:14][C:13]([C:15]([NH:17][C:18]3[CH:19]=[CH:20][C:21]([N:24]4[CH2:29][CH2:28][C:27]([CH3:34])([C:30]([O:32]C)=[O:31])[CH2:26][CH2:25]4)=[N:22][CH:23]=3)=[O:16])=[N:12][N:11]=2)[CH:5]=[CH:6][C:7]=1[F:8].[OH-].[Na+], predict the reaction product. The product is: [F:1][C:2]1[CH:3]=[C:4]([NH:9][C:10]2[O:14][C:13]([C:15]([NH:17][C:18]3[CH:19]=[CH:20][C:21]([N:24]4[CH2:25][CH2:26][C:27]([CH3:34])([C:30]([OH:32])=[O:31])[CH2:28][CH2:29]4)=[N:22][CH:23]=3)=[O:16])=[N:12][N:11]=2)[CH:5]=[CH:6][C:7]=1[F:8]. (3) Given the reactants [C:1]([O-:4])(=[O:3])[CH3:2].[Na+].[Br:6][C:7]1[CH:8]=[C:9]([CH:18]=[CH:19][C:20]=1[CH2:21]Br)[C:10]([NH:12][CH2:13][Si:14]([CH3:17])([CH3:16])[CH3:15])=[O:11], predict the reaction product. The product is: [C:1]([O:4][CH2:21][C:20]1[CH:19]=[CH:18][C:9]([C:10](=[O:11])[NH:12][CH2:13][Si:14]([CH3:16])([CH3:15])[CH3:17])=[CH:8][C:7]=1[Br:6])(=[O:3])[CH3:2]. (4) Given the reactants [Cl:1][C:2]1[C:3]([Cl:11])=[N:4][CH:5]=[C:6]([CH:10]=1)[C:7]([OH:9])=[O:8].S(Cl)(Cl)=O.[C:16](OCC)(=O)C, predict the reaction product. The product is: [Cl:1][C:2]1[C:3]([Cl:11])=[N:4][CH:5]=[C:6]([CH:10]=1)[C:7]([O:9][CH3:16])=[O:8]. (5) Given the reactants [CH2:1]([C:5]1[CH:10]=[CH:9][C:8]([C:11]#[C:12][C:13]2[CH:20]=[CH:19][CH:18]=[CH:17][C:14]=2[CH:15]=O)=[CH:7][CH:6]=1)[CH2:2][CH2:3][CH3:4].[CH2:21]([NH2:27])[CH2:22][CH2:23][CH2:24][CH2:25][CH3:26], predict the reaction product. The product is: [CH2:1]([C:5]1[CH:10]=[CH:9][C:8]([C:11]#[C:12][C:13]2[CH:20]=[CH:19][CH:18]=[CH:17][C:14]=2[CH2:15][NH:27][CH2:21][CH2:22][CH2:23][CH2:24][CH2:25][CH3:26])=[CH:7][CH:6]=1)[CH2:2][CH2:3][CH3:4].